This data is from Experimentally validated miRNA-target interactions with 360,000+ pairs, plus equal number of negative samples. The task is: Binary Classification. Given a miRNA mature sequence and a target amino acid sequence, predict their likelihood of interaction. (1) The miRNA is hsa-miR-5703 with sequence AGGAGAAGUCGGGAAGGU. The protein sequence of the target gene is MSISLSSLILLPIWINMAQIQQGGPDEKEKTTALKDLLSRIDLDELMKKDEPPLDFPDTLEGFEYAFNEKGQLRHIKTGEPFVFNYREDLHRWNQKRYEALGEIITKYVYELLEKDCNLKKVSIPVDATESEPKSFIFMSEDALTNPQKLMVLIHGSGVVRAGQWARRLIINEDLDSGTQIPFIKRAVAEGYGVIVLNPNENYIEVEKPKIHVQSSSDSSDEPAEKRERKDKVSKETKKRRDFYEKYRNPQREKEMMQLYIRENGSPEEHAIYVWDHFIAQAAAENVFFVAHSYGGLAFV.... Result: 0 (no interaction). (2) The miRNA is mmu-miR-135a-1-3p with sequence UAUAGGGAUUGGAGCCGUGGCG. Result: 0 (no interaction). The protein sequence of the target gene is MTSPWSAFPVQIPQPSIRGLSQITKSLFISNGVAANNKLLLSSNQITTVINVSVEVANTFYEDIQYVQVPVVDAPVARLSNFFDSVADRIHSVEMQKGRTLLHCAAGVSRSAALCLAYLMKYHAMSLVDAHTWTKSCRPIIRPNSGFWEQLIHYELQLFGKNTMQMMDSPMGRIPDIYEKETRLMIPL. (3) The miRNA is hsa-miR-181d-5p with sequence AACAUUCAUUGUUGUCGGUGGGU. The protein sequence of the target gene is MDVPGPVSRRAAAAAATVLLRTARVRRECWFLPTALLCAYGFFASLRPSEPFLTPYLLGPDKNLTEREVFNEIYPVWTYSYLVLLFPVFLATDYLRYKPVVLLQGLSLIVTWFMLLYAQGLLAIQFLEFFYGIATATEIAYYSYIYSVVDLGMYQKVTSYCRSATLVGFTVGSVLGQILVSVAGWSLFSLNVISLTCVSVAFAVAWFLPMPQKSLFFHHIPSTCQRVNGIKVQNGGIVTDTPASNHLPGWEDIESKIPLNMEEPPVEEPEPKPDRLLVLKVLWNDFLMCYSSRPLLCWSV.... Result: 1 (interaction).